This data is from Full USPTO retrosynthesis dataset with 1.9M reactions from patents (1976-2016). The task is: Predict the reactants needed to synthesize the given product. (1) Given the product [Cl:10][C:7]1[CH:6]=[C:5]([NH:11][C:12]2[CH:22]=[CH:21][CH:20]=[CH:19][C:13]=2[C:14]([NH:16][O:17][CH3:18])=[O:15])[C:4]([CH:23]2[CH2:25][CH2:24]2)=[CH:9][N:8]=1, predict the reactants needed to synthesize it. The reactants are: N#N.Br[C:4]1[C:5]([NH:11][C:12]2[CH:22]=[CH:21][CH:20]=[CH:19][C:13]=2[C:14]([NH:16][O:17][CH3:18])=[O:15])=[CH:6][C:7]([Cl:10])=[N:8][CH:9]=1.[CH:23]1(B(O)O)[CH2:25][CH2:24]1.[Na+].[Br-].[F-].[K+]. (2) Given the product [O:23]1[C:32]2[CH:31]=[C:30]([CH2:33][NH:1][CH:2]3[CH2:3][CH2:4][N:5]([CH2:8][CH2:9][N:10]4[C:15](=[O:16])[CH:14]=[N:13][C:12]5[CH:17]=[CH:18][C:19]([O:21][CH3:22])=[N:20][C:11]4=5)[CH2:6][CH2:7]3)[N:29]=[CH:28][C:27]=2[O:26][CH2:25][CH2:24]1, predict the reactants needed to synthesize it. The reactants are: [NH2:1][CH:2]1[CH2:7][CH2:6][N:5]([CH2:8][CH2:9][N:10]2[C:15](=[O:16])[CH:14]=[N:13][C:12]3[CH:17]=[CH:18][C:19]([O:21][CH3:22])=[N:20][C:11]2=3)[CH2:4][CH2:3]1.[O:23]1[C:32]2[CH:31]=[C:30]([CH:33]=O)[N:29]=[CH:28][C:27]=2[O:26][CH2:25][CH2:24]1.C(O[BH3-])(=O)C.[Na+].CO. (3) Given the product [Cl:12][C:13]1[S:37][C:16]2[NH:17][C:18]([C:20]([NH:22][C@@H:23]3[CH2:31][C:30]4[C:25](=[CH:26][CH:27]=[CH:28][CH:29]=4)[C@H:24]3[NH:32][C:33](=[O:36])[CH2:34][N:8]([CH2:9][CH2:10][OH:11])[CH2:1][C:2]3[CH:7]=[CH:6][CH:5]=[CH:4][CH:3]=3)=[O:21])=[CH:19][C:15]=2[CH:14]=1, predict the reactants needed to synthesize it. The reactants are: [CH2:1]([NH:8][CH2:9][CH2:10][OH:11])[C:2]1[CH:7]=[CH:6][CH:5]=[CH:4][CH:3]=1.[Cl:12][C:13]1[S:37][C:16]2[NH:17][C:18]([C:20]([NH:22][C@@H:23]3[CH2:31][C:30]4[C:25](=[CH:26][CH:27]=[CH:28][CH:29]=4)[C@H:24]3[NH:32][C:33](=[O:36])[CH2:34]Cl)=[O:21])=[CH:19][C:15]=2[CH:14]=1.CCN(CC)CC. (4) Given the product [CH3:24][O:1][C@@H:2]1[C:10]2[C:5](=[CH:6][CH:7]=[CH:8][CH:9]=2)[CH2:4][C@H:3]1[N:11]1[C:12](=[O:21])[C:13]2=[CH:20][CH:19]=[CH:18][CH:17]=[C:14]2[C:15]1=[O:16], predict the reactants needed to synthesize it. The reactants are: [OH:1][C@@H:2]1[C:10]2[C:5](=[CH:6][CH:7]=[CH:8][CH:9]=2)[CH2:4][C@H:3]1[N:11]1[C:15](=[O:16])[C:14]2=[CH:17][CH:18]=[CH:19][CH:20]=[C:13]2[C:12]1=[O:21].[H-].[Na+].[CH3:24]I.O. (5) Given the product [C:33]([C:28]1[CH:29]=[CH:30][CH:31]=[CH:32][C:27]=1[NH:26][C@@H:4]([CH2:5][C:6]1[CH:11]=[CH:10][C:9]([O:12][CH2:13]/[CH:14]=[CH:15]/[C:16]2[CH:25]=[CH:24][C:23]3[C:18](=[CH:19][CH:20]=[CH:21][CH:22]=3)[N:17]=2)=[CH:8][CH:7]=1)[C:3]([OH:41])=[O:2])(=[O:40])[C:34]1[CH:39]=[CH:38][CH:37]=[CH:36][CH:35]=1, predict the reactants needed to synthesize it. The reactants are: C[O:2][C:3](=[O:41])[C@@H:4]([NH:26][C:27]1[CH:32]=[CH:31][CH:30]=[CH:29][C:28]=1[C:33](=[O:40])[C:34]1[CH:39]=[CH:38][CH:37]=[CH:36][CH:35]=1)[CH2:5][C:6]1[CH:11]=[CH:10][C:9]([O:12][CH2:13]/[CH:14]=[CH:15]/[C:16]2[CH:25]=[CH:24][C:23]3[C:18](=[CH:19][CH:20]=[CH:21][CH:22]=3)[N:17]=2)=[CH:8][CH:7]=1.[OH-].[Na+]. (6) Given the product [CH3:1][C@@H:2]1[CH2:7][N:6]([C:8]([C:10]2[C:15]([C:16]3[N:21]=[CH:20][CH:19]=[CH:18][N:17]=3)=[CH:14][CH:13]=[C:12]([CH3:22])[N:11]=2)=[O:9])[C@H:5]([CH2:23][NH:24][C:32]2[C:37]([C:38]([F:41])([F:40])[F:39])=[CH:36][CH:35]=[CH:34][N:33]=2)[CH2:4][CH2:3]1, predict the reactants needed to synthesize it. The reactants are: [CH3:1][C@@H:2]1[CH2:7][N:6]([C:8]([C:10]2[C:15]([C:16]3[N:21]=[CH:20][CH:19]=[CH:18][N:17]=3)=[CH:14][CH:13]=[C:12]([CH3:22])[N:11]=2)=[O:9])[C@H:5]([CH2:23][NH2:24])[CH2:4][CH2:3]1.C(=O)([O-])[O-].[K+].[K+].F[C:32]1[C:37]([C:38]([F:41])([F:40])[F:39])=[CH:36][CH:35]=[CH:34][N:33]=1. (7) Given the product [C:1]([O:4][CH2:5]/[C:6](/[C:17]1[CH:22]=[CH:21][C:20]([S:23]([CH3:26])(=[O:25])=[O:24])=[CH:19][CH:18]=1)=[C:7](/[C:11]1[CH:16]=[CH:15][CH:14]=[CH:13][CH:12]=1)\[C:8]([O:10][CH2:33][CH2:32][CH2:31][CH2:30][CH2:29][CH2:28][Br:27])=[O:9])(=[O:3])[CH3:2], predict the reactants needed to synthesize it. The reactants are: [C:1]([O:4][CH2:5]/[C:6](/[C:17]1[CH:22]=[CH:21][C:20]([S:23]([CH3:26])(=[O:25])=[O:24])=[CH:19][CH:18]=1)=[C:7](/[C:11]1[CH:16]=[CH:15][CH:14]=[CH:13][CH:12]=1)\[C:8]([OH:10])=[O:9])(=[O:3])[CH3:2].[Br:27][CH2:28][CH2:29][CH2:30][CH2:31][CH2:32][CH2:33]Br.C([O-])([O-])=O.[K+].[K+].[Cl-].[NH4+].